Dataset: Catalyst prediction with 721,799 reactions and 888 catalyst types from USPTO. Task: Predict which catalyst facilitates the given reaction. (1) Reactant: [CH:1]1([C@@:6]([OH:16])([C:10]2[CH:15]=[CH:14][CH:13]=[CH:12][CH:11]=2)[C:7]([OH:9])=O)[CH2:5][CH2:4][CH2:3][CH2:2]1.C(OC([N:24]1[CH2:29][CH2:28][CH:27]([NH2:30])[CH2:26][CH2:25]1)=O)(C)(C)C.CCN(C(C)C)C(C)C.C1C=CC2N(O)N=NC=2C=1.CCN=C=NCCCN(C)C. Product: [NH2:30][CH:27]1[CH2:28][CH2:29][N:24]([C:7](=[O:9])[C@:6]([CH:1]2[CH2:2][CH2:3][CH2:4][CH2:5]2)([OH:16])[C:10]2[CH:15]=[CH:14][CH:13]=[CH:12][CH:11]=2)[CH2:25][CH2:26]1. The catalyst class is: 2. (2) Reactant: [N+](C1C=CC(O[C:11](=[O:40])[NH:12][C:13]2[CH:18]=[C:17]([Cl:19])[CH:16]=[CH:15][C:14]=2[O:20][CH2:21][C:22]([N:24]2[CH2:29][C@H:28]([CH3:30])[N:27]([CH2:31][C:32]3[CH:37]=[CH:36][C:35]([F:38])=[CH:34][CH:33]=3)[CH2:26][C@H:25]2[CH3:39])=[O:23])=CC=1)([O-])=O. Product: [NH2:24][CH2:25][CH2:26][NH:27][C:11]([NH:12][C:13]1[CH:18]=[C:17]([Cl:19])[CH:16]=[CH:15][C:14]=1[O:20][CH2:21][C:22]([N:24]1[CH2:29][C@H:28]([CH3:30])[N:27]([CH2:31][C:32]2[CH:33]=[CH:34][C:35]([F:38])=[CH:36][CH:37]=2)[CH2:26][C@H:25]1[CH3:39])=[O:23])=[O:40]. The catalyst class is: 5. (3) Reactant: Cl[S:2]([OH:5])(=[O:4])=[O:3].ClCCCl.O1CCOCC1.[O:16]1[C:20]2[CH:21]=[CH:22][CH:23]=[CH:24][C:19]=2[C:18]([CH2:25]C(O)=O)=[N:17]1. Product: [O:16]1[C:20]2[CH:21]=[CH:22][CH:23]=[CH:24][C:19]=2[C:18]([CH2:25][S:2]([OH:5])(=[O:4])=[O:3])=[N:17]1. The catalyst class is: 6. (4) The catalyst class is: 64. Product: [CH3:19][CH:13]([CH3:12])[CH2:14][CH2:15][CH2:16][C:4](=[O:5])[CH2:6][C:7]([O:9][CH2:2][CH3:10])=[O:8]. Reactant: C[C:2]1([CH3:10])[O:9][C:7](=[O:8])[CH2:6][C:4](=[O:5])O1.C(O)(=O)[CH2:12][CH2:13][CH2:14][CH2:15][CH3:16].[CH2:19]1CCC(N=C=NC2CCCCC2)CC1.